This data is from Catalyst prediction with 721,799 reactions and 888 catalyst types from USPTO. The task is: Predict which catalyst facilitates the given reaction. (1) Reactant: [C:1]([NH2:5])(=[O:4])[C:2]#[CH:3].[CH2:6]([O:13][N:14]1[C:20](=[O:21])[N:19]2[CH2:22][C@H:15]1[CH2:16][CH2:17][C@H:18]2/[C:23](/Cl)=[N:24]/[OH:25])[C:7]1[CH:12]=[CH:11][CH:10]=[CH:9][CH:8]=1. Product: [CH2:6]([O:13][N:14]1[C:20](=[O:21])[N:19]2[CH2:22][C@H:15]1[CH2:16][CH2:17][C@H:18]2[C:23]1[CH:3]=[C:2]([C:1]([NH2:5])=[O:4])[O:25][N:24]=1)[C:7]1[CH:8]=[CH:9][CH:10]=[CH:11][CH:12]=1. The catalyst class is: 91. (2) Reactant: [CH3:1][C:2]1([CH3:28])[CH2:5][CH:4]([CH:6]([NH:16][C:17]2[C:26]([CH3:27])=[CH:25][C:24]3[C:19](=[CH:20][CH:21]=[CH:22][CH:23]=3)[N:18]=2)[C:7]2[CH:15]=[CH:14][C:10]([C:11](O)=[O:12])=[CH:9][CH:8]=2)[CH2:3]1.Cl.CN(C)CCCN=C=NCC.Cl.[CH3:42][O:43][C:44](=[O:48])[CH2:45][CH2:46][NH2:47].C(N(CC)CC)C. Product: [CH3:42][O:43][C:44](=[O:48])[CH2:45][CH2:46][NH:47][C:11](=[O:12])[C:10]1[CH:14]=[CH:15][C:7]([CH:6]([CH:4]2[CH2:3][C:2]([CH3:1])([CH3:28])[CH2:5]2)[NH:16][C:17]2[C:26]([CH3:27])=[CH:25][C:24]3[C:19](=[CH:20][CH:21]=[CH:22][CH:23]=3)[N:18]=2)=[CH:8][CH:9]=1. The catalyst class is: 4. (3) Reactant: [NH2:1][C@H:2]([C:8]([OH:10])=[O:9])[CH2:3][CH2:4][C:5](=[O:7])[NH2:6].[OH-].[Na+].[CH2:13]([CH:15]([CH2:20][CH2:21][CH2:22][CH3:23])[CH2:16][N:17]=[C:18]=[O:19])[CH3:14]. Product: [CH2:13]([CH:15]([CH2:20][CH2:21][CH2:22][CH3:23])[CH2:16][NH:17][C:18]([NH:1][C@H:2]([C:8]([OH:10])=[O:9])[CH2:3][CH2:4][C:5](=[O:7])[NH2:6])=[O:19])[CH3:14]. The catalyst class is: 127. (4) Reactant: [CH3:1][O:2][C:3]1[C:17]2[C:12](=[CH:13][CH:14]=[CH:15][CH:16]=2)[NH:11][C:10]2[C:5](=[CH:6][CH:7]=[CH:8][CH:9]=2)[CH:4]=1.[O-:18][C:19]#[N:20].[Na+].C(O)(=O)/C=C\C(O)=O. Product: [CH3:1][O:2][C:3]1[C:17]2[C:12](=[CH:13][CH:14]=[CH:15][CH:16]=2)[N:11]([C:19]([NH2:20])=[O:18])[C:10]2[C:5](=[CH:6][CH:7]=[CH:8][CH:9]=2)[CH:4]=1. The catalyst class is: 4.